Dataset: Peptide-MHC class I binding affinity with 185,985 pairs from IEDB/IMGT. Task: Regression. Given a peptide amino acid sequence and an MHC pseudo amino acid sequence, predict their binding affinity value. This is MHC class I binding data. (1) The peptide sequence is KVFVLGGCR. The MHC is HLA-A33:01 with pseudo-sequence HLA-A33:01. The binding affinity (normalized) is 0.444. (2) The peptide sequence is AQPAPQAPY. The MHC is HLA-B14:02 with pseudo-sequence HLA-B14:02. The binding affinity (normalized) is 0.213. (3) The peptide sequence is QLTPHTKAV. The MHC is HLA-A03:01 with pseudo-sequence HLA-A03:01. The binding affinity (normalized) is 0. (4) The peptide sequence is FPREGVFVF. The MHC is HLA-B15:01 with pseudo-sequence HLA-B15:01. The binding affinity (normalized) is 0.392. (5) The peptide sequence is CRTAFKPVL. The MHC is HLA-A80:01 with pseudo-sequence HLA-A80:01. The binding affinity (normalized) is 0.0847.